This data is from Peptide-MHC class I binding affinity with 185,985 pairs from IEDB/IMGT. The task is: Regression. Given a peptide amino acid sequence and an MHC pseudo amino acid sequence, predict their binding affinity value. This is MHC class I binding data. (1) The peptide sequence is YLFNQHIKK. The MHC is HLA-A03:01 with pseudo-sequence HLA-A03:01. The binding affinity (normalized) is 0.756. (2) The peptide sequence is YFVPNLKDM. The MHC is HLA-B08:01 with pseudo-sequence HLA-B08:01. The binding affinity (normalized) is 0.213.